The task is: Predict which catalyst facilitates the given reaction.. This data is from Catalyst prediction with 721,799 reactions and 888 catalyst types from USPTO. (1) Reactant: [Br:1][C:2]1[CH:21]=[CH:20][C:5]2[N:6]3[C:19]4[C:18]([C:4]=2[CH:3]=1)=[CH:17][CH:16]=[CH:15][C:14]=4[NH:13][C:12]1[C:7]3=[CH:8][CH:9]=[CH:10][CH:11]=1.[C:22]1(N)[CH:27]=CC=[CH:24][CH:23]=1.N#N.P(C(C)(C)C)(C(C)(C)C)C(C)(C)C.CC([O-])(C)C.[Na+].O1[CH2:55][CH2:54]OCC1. Product: [Br:1][C:2]1[C:3]2[N:6]3[C:19]4[C:18]([C:4]=2[CH:5]=[CH:20][CH:21]=1)=[CH:17][CH:16]=[CH:15][C:14]=4[N:13]([C:55]1[CH:54]=[CH:24][CH:23]=[CH:22][CH:27]=1)[C:12]1[C:7]3=[CH:8][CH:9]=[CH:10][CH:11]=1. The catalyst class is: 713. (2) Reactant: C(OC([NH:8][CH2:9][C:10]1[CH:11]=[C:12]([CH:16]2[CH2:21][CH2:20][N:19]([C:22]([C:24]3[CH:25]=[C:26]([CH:32]=[CH:33][CH:34]=3)/[CH:27]=[CH:28]/[B:29]([OH:31])[OH:30])=[O:23])[CH2:18][CH2:17]2)[CH:13]=[CH:14][CH:15]=1)=O)(C)(C)C.[ClH:35]. Product: [ClH:35].[NH2:8][CH2:9][C:10]1[CH:11]=[C:12]([CH:16]2[CH2:17][CH2:18][N:19]([C:22]([C:24]3[CH:25]=[C:26]([CH:32]=[CH:33][CH:34]=3)/[CH:27]=[CH:28]/[B:29]([OH:31])[OH:30])=[O:23])[CH2:20][CH2:21]2)[CH:13]=[CH:14][CH:15]=1. The catalyst class is: 5. (3) Reactant: [CH3:1][C:2]1([CH3:23])[C:11]2[C:6](=[CH:7][CH:8]=[C:9]([C:12]([F:15])([F:14])[F:13])[CH:10]=2)[NH:5][CH:4]([C:16]2[CH:17]=[C:18]([NH2:22])[CH:19]=[CH:20][CH:21]=2)[CH2:3]1.N1C=CC=CC=1.[CH3:30][C:31]1[CH:36]=[CH:35][C:34]([S:37](Cl)(=[O:39])=[O:38])=[CH:33][CH:32]=1. Product: [CH3:1][C:2]1([CH3:23])[C:11]2[C:6](=[CH:7][CH:8]=[C:9]([C:12]([F:15])([F:13])[F:14])[CH:10]=2)[NH:5][CH:4]([C:16]2[CH:17]=[C:18]([NH:22][S:37]([C:34]3[CH:35]=[CH:36][C:31]([CH3:30])=[CH:32][CH:33]=3)(=[O:39])=[O:38])[CH:19]=[CH:20][CH:21]=2)[CH2:3]1. The catalyst class is: 4. (4) Reactant: C(OC([N:8]1[CH2:13][CH2:12][CH:11]([NH2:14])[CH2:10][CH2:9]1)=O)(C)(C)C.[F:15][C:16]1[CH:21]=[CH:20][C:19]([C:22]([C:25]2[C:26]([CH:31]=O)=[N:27][CH:28]=[CH:29][CH:30]=2)([CH3:24])[CH3:23])=[CH:18][CH:17]=1.[BH-](O[C:43]([CH3:45])=O)(OC(C)=O)OC(C)=O.[Na+]. Product: [CH3:18][C:19]1[C:43]([CH2:45][N:14]([CH2:31][C:26]2[C:25]([C:22]([C:19]3[CH:20]=[CH:21][C:16]([F:15])=[CH:17][CH:18]=3)([CH3:24])[CH3:23])=[CH:30][CH:29]=[CH:28][N:27]=2)[CH:11]2[CH2:10][CH2:9][NH:8][CH2:13][CH2:12]2)=[N:27][CH:26]=[C:25]([CH3:30])[CH:22]=1. The catalyst class is: 2. (5) The catalyst class is: 12. Reactant: Br[C:2]1[CH:3]=[CH:4][C:5]([N:8]2[CH2:13][CH2:12][N:11]([CH3:14])[CH2:10][CH2:9]2)=[N:6][CH:7]=1.[B:15]1([B:15]2[O:19][C:18]([CH3:21])([CH3:20])[C:17]([CH3:23])([CH3:22])[O:16]2)[O:19][C:18]([CH3:21])([CH3:20])[C:17]([CH3:23])([CH3:22])[O:16]1.C([O-])(=O)C.[K+]. Product: [CH3:14][N:11]1[CH2:12][CH2:13][N:8]([C:5]2[CH:4]=[CH:3][C:2]([B:15]3[O:19][C:18]([CH3:21])([CH3:20])[C:17]([CH3:23])([CH3:22])[O:16]3)=[CH:7][N:6]=2)[CH2:9][CH2:10]1. (6) Reactant: Br[C:2]1[CH:11]=[CH:10][C:9]2[N:4]([C:5](=[O:22])[CH:6]=[C:7]([C:12]3[CH:17]=[CH:16][C:15]([O:18][CH3:19])=[C:14]([O:20][CH3:21])[CH:13]=3)[CH:8]=2)[CH:3]=1.CC1(C)C(C)(C)OB([C:31]2[CH2:36][CH2:35][N:34]([C:37]([O:39][C:40]([CH3:43])([CH3:42])[CH3:41])=[O:38])[CH2:33][CH:32]=2)O1.C([O-])([O-])=O.[K+].[K+].O. Product: [CH3:21][O:20][C:14]1[CH:13]=[C:12]([C:7]2[CH:8]=[C:9]3[N:4]([C:5](=[O:22])[CH:6]=2)[CH:3]=[C:2]([C:31]2[CH2:36][CH2:35][N:34]([C:37]([O:39][C:40]([CH3:43])([CH3:42])[CH3:41])=[O:38])[CH2:33][CH:32]=2)[CH:11]=[CH:10]3)[CH:17]=[CH:16][C:15]=1[O:18][CH3:19]. The catalyst class is: 10. (7) Reactant: C([O:8][C:9]1[C:14]([CH:15]([C:17]2[CH:22]=[CH:21][C:20]([CH2:23][CH3:24])=[CH:19][CH:18]=2)O)=[CH:13][CH:12]=[CH:11][N:10]=1)C1C=CC=CC=1.Cl. Product: [CH2:23]([C:20]1[CH:19]=[CH:18][C:17]([CH2:15][C:14]2[C:9]([OH:8])=[N:10][CH:11]=[CH:12][CH:13]=2)=[CH:22][CH:21]=1)[CH3:24]. The catalyst class is: 129.